This data is from Full USPTO retrosynthesis dataset with 1.9M reactions from patents (1976-2016). The task is: Predict the reactants needed to synthesize the given product. (1) Given the product [CH2:16]([O:23][C:24]([NH:1][C@@H:2]1[CH2:5][C@H:4]([CH2:6][O:7][C:8](=[O:15])[C:9]2[CH:10]=[CH:11][CH:12]=[CH:13][CH:14]=2)[CH2:3]1)=[O:25])[C:17]1[CH:22]=[CH:21][CH:20]=[CH:19][CH:18]=1, predict the reactants needed to synthesize it. The reactants are: [NH2:1][C@@H:2]1[CH2:5][C@H:4]([CH2:6][O:7][C:8](=[O:15])[C:9]2[CH:14]=[CH:13][CH:12]=[CH:11][CH:10]=2)[CH2:3]1.[CH2:16]([O:23][C:24](Cl)=[O:25])[C:17]1[CH:22]=[CH:21][CH:20]=[CH:19][CH:18]=1.CCN(C(C)C)C(C)C. (2) Given the product [Cl:1][C:2]1[CH:3]=[C:4]([NH:9][C:10]2[N:15]=[C:14]([NH:16][CH3:17])[N:13]=[C:12]([NH:19][C:20]3[CH:25]=[CH:24][C:23]([OH:26])=[CH:22][CH:21]=3)[N:11]=2)[CH:5]=[C:6]([Cl:8])[CH:7]=1, predict the reactants needed to synthesize it. The reactants are: [Cl:1][C:2]1[CH:3]=[C:4]([NH:9][C:10]2[N:15]=[C:14]([NH:16][CH3:17])[N:13]=[C:12](Cl)[N:11]=2)[CH:5]=[C:6]([Cl:8])[CH:7]=1.[NH2:19][C:20]1[CH:25]=[CH:24][C:23]([OH:26])=[CH:22][CH:21]=1.C(Cl)Cl.[K+].[Br-]. (3) Given the product [NH2:26][C:25]1[C:3]2[C:2](=[CH:24][CH:23]=[CH:22][C:4]=2[O:5][CH2:6][CH:7]2[CH2:8][CH2:9][CH:10]([NH:13][C:14](=[O:21])[C:15]3[CH:20]=[CH:19][N:18]=[CH:17][CH:16]=3)[CH2:11][CH2:12]2)[N:1]=[C:28]([CH3:35])[C:29]=1[C:30]([O:32][CH2:33][CH3:34])=[O:31], predict the reactants needed to synthesize it. The reactants are: [NH2:1][C:2]1[C:3]([C:25]#[N:26])=[C:4]([CH:22]=[CH:23][CH:24]=1)[O:5][CH2:6][CH:7]1[CH2:12][CH2:11][CH:10]([NH:13][C:14](=[O:21])[C:15]2[CH:20]=[CH:19][N:18]=[CH:17][CH:16]=2)[CH2:9][CH2:8]1.O=[C:28]([CH3:35])[CH2:29][C:30]([O:32][CH2:33][CH3:34])=[O:31]. (4) Given the product [CH3:15][C:16]([CH3:20])([C:17]([N:7]1[CH2:6][CH2:5][N:4]([C:8]2[CH:13]=[CH:12][C:11]([Cl:14])=[CH:10][CH:9]=2)[CH2:3][CH2:2]1)=[O:18])[CH2:19][N:25]1[CH2:26][CH2:27][N:22]([CH3:21])[CH2:23][CH2:24]1, predict the reactants needed to synthesize it. The reactants are: Br[CH:2]1[NH:7][CH2:6][CH2:5][N:4]([C:8]2[CH:13]=[CH:12][C:11]([Cl:14])=[CH:10][CH:9]=2)[CH2:3]1.[CH3:15][C:16]([CH3:20])([CH3:19])[CH:17]=[O:18].[CH3:21][N:22]1[CH2:27][CH2:26][NH:25][CH2:24][CH2:23]1. (5) Given the product [C:5]([OH:7])(=[O:6])[CH3:4].[NH2:37][C:35]([C:30]1[CH:31]=[N:32][C:33]2[C:28]([C:29]=1[NH:1][C:2]1[CH:3]=[C:4]([CH:8]=[C:9]([CH2:11][CH:12]([CH3:14])[CH3:13])[CH:10]=1)[C:5]([OH:7])=[O:6])=[CH:27][CH:26]=[C:25]([C:20]1[C:21]([O:23][CH3:24])=[N:22][C:17]([O:16][CH3:15])=[N:18][CH:19]=1)[CH:34]=2)=[O:36], predict the reactants needed to synthesize it. The reactants are: [NH2:1][C:2]1[CH:3]=[C:4]([CH:8]=[C:9]([CH2:11][CH:12]([CH3:14])[CH3:13])[CH:10]=1)[C:5]([OH:7])=[O:6].[CH3:15][O:16][C:17]1[N:22]=[C:21]([O:23][CH3:24])[C:20]([C:25]2[CH:34]=[C:33]3[C:28]([C:29](Cl)=[C:30]([C:35]([NH2:37])=[O:36])[CH:31]=[N:32]3)=[CH:27][CH:26]=2)=[CH:19][N:18]=1. (6) The reactants are: [C:1]([O:5][C:6](=[O:20])[N:7]([CH2:11][C:12]1[CH:17]=[C:16]([Br:18])[CH:15]=[CH:14][C:13]=1[OH:19])[CH2:8][CH2:9]O)([CH3:4])([CH3:3])[CH3:2].C1(P(C2C=CC=CC=2)C2C=CC=CC=2)C=CC=CC=1.N(C(OC(C)C)=O)=NC(OC(C)C)=O. Given the product [C:1]([O:5][C:6]([N:7]1[CH2:11][C:12]2[CH:17]=[C:16]([Br:18])[CH:15]=[CH:14][C:13]=2[O:19][CH2:9][CH2:8]1)=[O:20])([CH3:4])([CH3:3])[CH3:2], predict the reactants needed to synthesize it.